This data is from Catalyst prediction with 721,799 reactions and 888 catalyst types from USPTO. The task is: Predict which catalyst facilitates the given reaction. (1) Reactant: [CH2:1]([O:3][C:4]([N:6]1[CH2:11][CH2:10][N:9]([C:12](=[O:41])[C@@H:13]([NH:23][C:24]([C:26]2[CH:35]=[C:34]([O:36][CH2:37][C:38]([OH:40])=O)[C:33]3[C:28](=[CH:29][CH:30]=[CH:31][CH:32]=3)[N:27]=2)=[O:25])[CH2:14][CH2:15][C:16]([O:18][C:19]([CH3:22])([CH3:21])[CH3:20])=[O:17])[CH2:8][CH2:7]1)=[O:5])[CH3:2].C(Cl)CCl.FC1C(O)=C(F)C(F)=C(F)C=1F.Cl.[CH:59]1([NH:62][C:63]([C@@H:65]2[CH2:69][CH2:68][CH2:67][NH:66]2)=[O:64])[CH2:61][CH2:60]1. Product: [CH2:1]([O:3][C:4]([N:6]1[CH2:7][CH2:8][N:9]([C:12](=[O:41])[C@@H:13]([NH:23][C:24]([C:26]2[CH:35]=[C:34]([O:36][CH2:37][C:38]([N:66]3[CH2:67][CH2:68][CH2:69][C@H:65]3[C:63](=[O:64])[NH:62][CH:59]3[CH2:60][CH2:61]3)=[O:40])[C:33]3[C:28](=[CH:29][CH:30]=[CH:31][CH:32]=3)[N:27]=2)=[O:25])[CH2:14][CH2:15][C:16]([O:18][C:19]([CH3:21])([CH3:22])[CH3:20])=[O:17])[CH2:10][CH2:11]1)=[O:5])[CH3:2]. The catalyst class is: 18. (2) Reactant: [Br:1][C:2]1[CH:7]=[CH:6][C:5]([C:8]2[O:9][C:10]([CH:16]([OH:18])[CH3:17])=[C:11]([CH:13]([CH3:15])[CH3:14])[N:12]=2)=[CH:4][CH:3]=1.C(P(CCCC)CCCC)CCC.N(C(N1CCCCC1)=O)=NC(N1CCCCC1)=O.[CH3:50][O:51][C:52](=[O:63])[CH2:53][CH2:54][C:55]1[CH:60]=[CH:59][C:58](O)=[CH:57][C:56]=1[CH3:62]. Product: [CH3:50][O:51][C:52](=[O:63])[CH2:53][CH2:54][C:55]1[CH:60]=[CH:59][C:58]([O:18][CH:16]([C:10]2[O:9][C:8]([C:5]3[CH:4]=[CH:3][C:2]([Br:1])=[CH:7][CH:6]=3)=[N:12][C:11]=2[CH:13]([CH3:15])[CH3:14])[CH3:17])=[CH:57][C:56]=1[CH3:62]. The catalyst class is: 11. (3) Reactant: [CH3:1][C:2]1([CH3:17])[CH2:7][C:6]([CH3:9])([CH3:8])[CH2:5][CH:4]([C:10]2[CH:15]=[CH:14][CH:13]=[CH:12][C:11]=2[NH2:16])[CH2:3]1.[C:18]([OH:23])(=[O:22])[C:19]([OH:21])=[O:20]. Product: [C:18]([OH:23])(=[O:22])[C:19]([OH:21])=[O:20].[CH3:1][C:2]1([CH3:17])[CH2:7][C:6]([CH3:8])([CH3:9])[CH2:5][CH:4]([C:10]2[CH:15]=[CH:14][CH:13]=[CH:12][C:11]=2[NH2:16])[CH2:3]1. The catalyst class is: 13. (4) Reactant: [O:1]([CH2:8][CH2:9][CH2:10][OH:11])[C:2]1[CH:7]=[CH:6][CH:5]=[CH:4][CH:3]=1.C(N(CC)CC)C.[CH3:19][C:20]1([CH3:33])[C:24]2([CH2:28][S:29](Cl)(=[O:31])=[O:30])[C:25]([CH2:27][CH:21]1[CH2:22][CH2:23]2)=[O:26]. Product: [O:1]([CH2:8][CH2:9][CH2:10][O:11][S:29]([CH2:28][C:24]12[C:20]([CH3:19])([CH3:33])[CH:21]([CH2:22][CH2:23]1)[CH2:27][C:25]2=[O:26])(=[O:31])=[O:30])[C:2]1[CH:7]=[CH:6][CH:5]=[CH:4][CH:3]=1. The catalyst class is: 79. (5) Reactant: [CH:1]1([NH:4][C:5](=O)[O:6]C2C=CC=CC=2)[CH2:3][CH2:2]1.[OH:14][CH:15]1[CH2:20][CH2:19][N:18]([CH2:21][CH2:22][CH2:23][C:24]([NH:26][C:27]2[CH:32]=[C:31]([O:33][C:34]3[CH:35]=[C:36]4[C:40](=[CH:41][CH:42]=3)[NH:39][CH:38]=[CH:37]4)[CH:30]=[CH:29][N:28]=2)=[O:25])[CH2:17][CH2:16]1.[H-].[Na+].CN(C)C=O. Product: [CH:1]1([NH:4][C:5]([N:39]2[C:40]3[C:36](=[CH:35][C:34]([O:33][C:31]4[CH:30]=[CH:29][N:28]=[C:27]([NH:26][C:24](=[O:25])[CH2:23][CH2:22][CH2:21][N:18]5[CH2:17][CH2:16][CH:15]([OH:14])[CH2:20][CH2:19]5)[CH:32]=4)=[CH:42][CH:41]=3)[CH:37]=[CH:38]2)=[O:6])[CH2:3][CH2:2]1. The catalyst class is: 6.